Dataset: Full USPTO retrosynthesis dataset with 1.9M reactions from patents (1976-2016). Task: Predict the reactants needed to synthesize the given product. (1) Given the product [CH2:1]([O:8][C:9]1[C:10]([C:37]([NH:74][CH2:75][C:76]2[CH:86]=[CH:85][C:84]([F:87])=[CH:83][C:77]=2[C:78]([O:80][CH2:81][CH3:82])=[O:79])=[O:38])=[N:11][C:12]([N:19]([CH3:36])[S:20]([CH2:23][CH2:24][CH2:25][CH2:26][CH2:27][NH:28][C:29]([O:31][C:32]([CH3:33])([CH3:34])[CH3:35])=[O:30])(=[O:21])=[O:22])=[C:13]2[C:18]=1[N:17]=[CH:16][CH:15]=[CH:14]2)[C:2]1[CH:7]=[CH:6][CH:5]=[CH:4][CH:3]=1, predict the reactants needed to synthesize it. The reactants are: [CH2:1]([O:8][C:9]1[C:10]([C:37](O)=[O:38])=[N:11][C:12]([N:19]([CH3:36])[S:20]([CH2:23][CH2:24][CH2:25][CH2:26][CH2:27][NH:28][C:29]([O:31][C:32]([CH3:35])([CH3:34])[CH3:33])=[O:30])(=[O:22])=[O:21])=[C:13]2[C:18]=1[N:17]=[CH:16][CH:15]=[CH:14]2)[C:2]1[CH:7]=[CH:6][CH:5]=[CH:4][CH:3]=1.CN(C(ON1N=NC2C=CC=CC1=2)=[N+](C)C)C.F[P-](F)(F)(F)(F)F.CCN(C(C)C)C(C)C.Cl.[NH2:74][CH2:75][C:76]1[CH:86]=[CH:85][C:84]([F:87])=[CH:83][C:77]=1[C:78]([O:80][CH2:81][CH3:82])=[O:79]. (2) Given the product [C:1]1([C:7]2[CH:8]=[CH:9][C:10]([N:13]([CH2:25][C:26]3[CH:27]=[CH:28][C:29]([CH:32]([O:39][S:48]([CH3:47])(=[O:50])=[O:49])[CH2:33][C:34]4[N:35]=[N:36][NH:37][N:38]=4)=[CH:30][CH:31]=3)[C:14]([NH:16][C:17]3[CH:22]=[C:21]([Cl:23])[CH:20]=[C:19]([Cl:24])[CH:18]=3)=[O:15])=[CH:11][CH:12]=2)[CH2:6][CH2:5][CH2:4][CH2:3][CH:2]=1, predict the reactants needed to synthesize it. The reactants are: [C:1]1([C:7]2[CH:12]=[CH:11][C:10]([N:13]([CH2:25][C:26]3[CH:31]=[CH:30][C:29]([CH:32]([OH:39])[CH2:33][C:34]4[N:35]=[N:36][NH:37][N:38]=4)=[CH:28][CH:27]=3)[C:14]([NH:16][C:17]3[CH:22]=[C:21]([Cl:23])[CH:20]=[C:19]([Cl:24])[CH:18]=3)=[O:15])=[CH:9][CH:8]=2)[CH2:6][CH2:5][CH2:4][CH2:3][CH:2]=1.C(N(CC)CC)C.[CH3:47][S:48](Cl)(=[O:50])=[O:49].N12CCCN=C1CCCCC2. (3) Given the product [C:1]([O:5][C:6]([N:8]1[CH2:14][C@@H:13]([O:15][Si:16]([C:19]([CH3:22])([CH3:21])[CH3:20])([CH3:17])[CH3:18])[C:12]2[N:23]=[CH:24][NH:25][C:11]=2[N:10]=[CH:9]1)=[O:7])([CH3:4])([CH3:2])[CH3:3], predict the reactants needed to synthesize it. The reactants are: [C:1]([O:5][C:6]([N:8]1[CH2:14][C@@H:13]([O:15][Si:16]([C:19]([CH3:22])([CH3:21])[CH3:20])([CH3:18])[CH3:17])[C:12]2[N:23]=[CH:24][N:25](CCC#N)[C:11]=2[N:10]=[CH:9]1)=[O:7])([CH3:4])([CH3:3])[CH3:2].CC(C)([O-])C.[K+].C(O)(=O)C.C1(C)C=CC=CC=1. (4) Given the product [C:23]([O:27][C:28]([CH2:30][N:31]([CH:39]([CH2:68][C:69]1[CH:74]=[CH:73][C:72]([NH:75][C:9]([O:11][C:12]([CH3:13])([CH3:14])[CH3:15])=[O:10])=[CH:71][CH:70]=1)[CH2:40][N:41]([CH2:60][C:61]([O:63][C:64]([CH3:65])([CH3:66])[CH3:67])=[O:62])[CH2:42][CH2:43][N:44]([CH2:52][C:53]([O:55][C:56]([CH3:57])([CH3:58])[CH3:59])=[O:54])[CH2:45][C:46]1[CH:47]=[CH:48][CH:49]=[CH:50][CH:51]=1)[CH2:32][C:33]1[CH:34]=[CH:35][CH:36]=[CH:37][CH:38]=1)=[O:29])([CH3:24])([CH3:25])[CH3:26], predict the reactants needed to synthesize it. The reactants are: [C:12]([O:11][C:9](O[C:9]([O:11][C:12]([CH3:15])([CH3:14])[CH3:13])=[O:10])=[O:10])([CH3:15])([CH3:14])[CH3:13].C(N(CC)CC)C.[C:23]([O:27][C:28]([CH2:30][N:31]([CH:39]([CH2:68][C:69]1[CH:74]=[CH:73][C:72]([NH2:75])=[CH:71][CH:70]=1)[CH2:40][N:41]([CH2:60][C:61]([O:63][C:64]([CH3:67])([CH3:66])[CH3:65])=[O:62])[CH2:42][CH2:43][N:44]([CH2:52][C:53]([O:55][C:56]([CH3:59])([CH3:58])[CH3:57])=[O:54])[CH2:45][C:46]1[CH:51]=[CH:50][CH:49]=[CH:48][CH:47]=1)[CH2:32][C:33]1[CH:38]=[CH:37][CH:36]=[CH:35][CH:34]=1)=[O:29])([CH3:26])([CH3:25])[CH3:24]. (5) Given the product [OH:26][CH2:25][C:17]1[S:16][C:15]([C:12]2[CH:11]=[CH:10][C:9]([C:8]([F:31])([F:30])[F:7])=[CH:14][CH:13]=2)=[N:19][C:18]=1[CH2:20][OH:21], predict the reactants needed to synthesize it. The reactants are: [H-].[Al+3].[Li+].[H-].[H-].[H-].[F:7][C:8]([F:31])([F:30])[C:9]1[CH:14]=[CH:13][C:12]([C:15]2[S:16][C:17]([C:25](OCC)=[O:26])=[C:18]([C:20](OCC)=[O:21])[N:19]=2)=[CH:11][CH:10]=1.S(=O)(=O)(O)O.O. (6) Given the product [CH2:21]([O:20][C:18](=[O:19])[O:9][C:3]1[CH:4]=[CH:5][C:6]([F:8])=[CH:7][C:2]=1[Cl:1])[CH3:22], predict the reactants needed to synthesize it. The reactants are: [Cl:1][C:2]1[CH:7]=[C:6]([F:8])[CH:5]=[CH:4][C:3]=1[OH:9].C(N(CC)CC)C.Cl[C:18]([O:20][CH2:21][CH3:22])=[O:19]. (7) Given the product [F:1][C:2]1[C:7]([CH3:8])=[CH:6][CH:5]=[C:4]([F:9])[C:3]=1[CH2:10][C:11]1[NH:15][CH2:14][CH2:13][N:12]=1, predict the reactants needed to synthesize it. The reactants are: [F:1][C:2]1[C:7]([CH3:8])=[CH:6][CH:5]=[C:4]([F:9])[C:3]=1[CH2:10][C:11]#[N:12].[CH2:13](N)[CH2:14][NH2:15]. (8) Given the product [F:1][C:2]1[CH:7]=[C:6]([F:8])[CH:5]=[CH:4][C:3]=1[C@:9]12[CH2:18][O:17][C@@H:16]([C:19]3[O:20][CH:21]=[C:22]([CH3:24])[N:23]=3)[CH2:15][C@H:14]1[CH2:13][S:12][C:11]([NH2:25])=[N:10]2, predict the reactants needed to synthesize it. The reactants are: [F:1][C:2]1[CH:7]=[C:6]([F:8])[CH:5]=[CH:4][C:3]=1[C@:9]12[CH2:18][O:17][C@@H:16]([C:19]3[O:20][CH:21]=[C:22]([CH3:24])[N:23]=3)[CH2:15][C@H:14]1[CH2:13][S:12][C:11]([NH:25]C(=O)C1C=CC=CC=1)=[N:10]2.N12CCCN=C1CCCCC2.C(=O)(O)[O-].[Na+]. (9) Given the product [CH:1]1([CH:7]([NH:19][C:20]2[CH:21]=[CH:22][C:23]([C:26]([OH:28])=[O:27])=[N:24][CH:25]=2)[C:8]2[O:9][C:10]3[CH:17]=[CH:16][C:15]([F:18])=[CH:14][C:11]=3[C:12]=2[CH3:13])[CH2:6][CH2:5][CH2:4][CH2:3][CH2:2]1, predict the reactants needed to synthesize it. The reactants are: [CH:1]1([CH:7]([NH:19][C:20]2[CH:21]=[CH:22][C:23]([C:26]([O:28]C)=[O:27])=[N:24][CH:25]=2)[C:8]2[O:9][C:10]3[CH:17]=[CH:16][C:15]([F:18])=[CH:14][C:11]=3[C:12]=2[CH3:13])[CH2:6][CH2:5][CH2:4][CH2:3][CH2:2]1.C(O)C.[OH-].[Na+].